This data is from Forward reaction prediction with 1.9M reactions from USPTO patents (1976-2016). The task is: Predict the product of the given reaction. (1) Given the reactants [F:1][C:2]1[C:7]([C:8]2[CH:13]=[CH:12][CH:11]=[C:10]([F:14])[CH:9]=2)=[CH:6][C:5]([CH3:15])=[CH:4][C:3]=1[CH2:16][NH:17][C:18]1[C:19]([CH3:26])=[C:20]([OH:25])[CH:21]=[CH:22][C:23]=1[CH3:24].C([O-])([O-])=O.[Cs+].[Cs+].Br[CH2:34][C:35]([O:37][CH:38]([CH3:40])[CH3:39])=[O:36].O, predict the reaction product. The product is: [F:1][C:2]1[C:7]([C:8]2[CH:13]=[CH:12][CH:11]=[C:10]([F:14])[CH:9]=2)=[CH:6][C:5]([CH3:15])=[CH:4][C:3]=1[CH2:16][NH:17][C:18]1[C:19]([CH3:26])=[C:20]([CH:21]=[CH:22][C:23]=1[CH3:24])[O:25][CH2:34][C:35]([O:37][CH:38]([CH3:40])[CH3:39])=[O:36]. (2) The product is: [CH2:1]([O:8][C:9]1[CH:10]=[C:32]([NH:29][C:30](=[O:41])[O:58][CH2:51][C:52]2[CH:57]=[CH:56][CH:55]=[CH:54][CH:53]=2)[CH:33]=[CH:16][C:17]=1[CH2:18][C:19]1[CH:20]=[CH:21][C:22]([CH2:25][CH3:26])=[CH:23][CH:24]=1)[C:2]1[CH:3]=[CH:4][CH:5]=[CH:6][CH:7]=1. Given the reactants [CH2:1]([O:8][C:9]1[CH:10]=C(C=[CH:16][C:17]=1[CH2:18][C:19]1[CH:24]=[CH:23][C:22]([CH2:25][CH3:26])=[CH:21][CH:20]=1)C(O)=O)[C:2]1[CH:7]=[CH:6][CH:5]=[CH:4][CH:3]=1.C([N:29]([CH2:32][CH3:33])[CH2:30]C)C.C1(P(N=[N+]=[N-])(C2C=CC=CC=2)=[O:41])C=CC=CC=1.[CH2:51]([OH:58])[C:52]1[CH:57]=[CH:56][CH:55]=[CH:54][CH:53]=1, predict the reaction product. (3) Given the reactants Cl.[CH3:2][N:3]1[C:7]2[CH:8]=[CH:9][CH:10]=[CH:11][C:6]=2[N:5]=[C:4]1[CH2:12][NH2:13].[CH3:14][C:15]1[CH:20]=[CH:19][N:18]=[C:17]([CH:21]=[CH:22][C:23]2[C:31]3[C:26](=[CH:27][C:28]([NH:32][C:33]4[CH:41]=[CH:40][CH:39]=[CH:38][C:34]=4[C:35](O)=[O:36])=[CH:29][CH:30]=3)[N:25]([CH:42]3[CH2:47][CH2:46][CH2:45][CH2:44][O:43]3)[N:24]=2)[CH:16]=1, predict the reaction product. The product is: [CH3:2][N:3]1[C:7]2[CH:8]=[CH:9][CH:10]=[CH:11][C:6]=2[N:5]=[C:4]1[CH2:12][NH:13][C:35](=[O:36])[C:34]1[CH:38]=[CH:39][CH:40]=[CH:41][C:33]=1[NH:32][C:28]1[CH:27]=[C:26]2[C:31]([C:23]([CH:22]=[CH:21][C:17]3[CH:16]=[C:15]([CH3:14])[CH:20]=[CH:19][N:18]=3)=[N:24][N:25]2[CH:42]2[CH2:47][CH2:46][CH2:45][CH2:44][O:43]2)=[CH:30][CH:29]=1. (4) Given the reactants [Br:1][C:2]1[CH:3]=[CH:4][C:5]([C:8]2[CH2:12][CH:11]([CH2:13]O)[O:10][N:9]=2)=[N:6][CH:7]=1.C1(P(C2C=CC=CC=2)C2C=CC=CC=2)C=CC=CC=1.C(Cl)(Cl)(Cl)[Cl:35], predict the reaction product. The product is: [Br:1][C:2]1[CH:3]=[CH:4][C:5]([C:8]2[CH2:12][CH:11]([CH2:13][Cl:35])[O:10][N:9]=2)=[N:6][CH:7]=1. (5) The product is: [C:13]1([CH:2]([C:1]#[N:5])[C:3]#[N:4])[CH:18]=[CH:17][CH:16]=[CH:15][CH:14]=1. Given the reactants [C:1](#[N:5])[CH2:2][C:3]#[N:4].COCCOC.I[C:13]1[CH:18]=[CH:17][CH:16]=[CH:15][CH:14]=1.[H-].[Na+], predict the reaction product. (6) The product is: [Br:1][C:2]1[CH:9]=[C:8]([NH:11][CH2:12][C@@H:13]([NH:17][C:18](=[O:24])[O:19][C:20]([CH3:22])([CH3:21])[CH3:23])[CH2:14][O:15][CH3:16])[CH:7]=[CH:6][C:3]=1[C:4]#[N:5]. Given the reactants [Br:1][C:2]1[CH:9]=[C:8](F)[CH:7]=[CH:6][C:3]=1[C:4]#[N:5].[NH2:11][CH2:12][C@@H:13]([NH:17][C:18](=[O:24])[O:19][C:20]([CH3:23])([CH3:22])[CH3:21])[CH2:14][O:15][CH3:16].CCN(C(C)C)C(C)C, predict the reaction product.